Dataset: Catalyst prediction with 721,799 reactions and 888 catalyst types from USPTO. Task: Predict which catalyst facilitates the given reaction. (1) Reactant: [NH2:1][C:2]1[C:12]([F:13])=[CH:11][C:10]([C:14]2[CH:15]=[C:16]3[C:22]([C:23]4[CH:28]=[CH:27][CH:26]=[CH:25][C:24]=4[O:29][CH3:30])=[CH:21][N:20](S(C4C=CC(C)=CC=4)(=O)=O)[C:17]3=[N:18][CH:19]=2)=[CH:9][C:3]=1[C:4]([N:6]([CH3:8])[CH3:7])=[O:5].[OH-].[K+].C(O)(=O)C. Product: [NH2:1][C:2]1[C:12]([F:13])=[CH:11][C:10]([C:14]2[CH:15]=[C:16]3[C:22]([C:23]4[CH:28]=[CH:27][CH:26]=[CH:25][C:24]=4[O:29][CH3:30])=[CH:21][NH:20][C:17]3=[N:18][CH:19]=2)=[CH:9][C:3]=1[C:4]([N:6]([CH3:7])[CH3:8])=[O:5]. The catalyst class is: 5. (2) Reactant: CON(C)[C:4]([C:6]1[N:7]=[N:8][CH:9]=[CH:10][CH:11]=1)=[O:5].[C:13]([Cu])#N.O. Product: [N:8]1[CH:9]=[CH:10][CH:11]=[C:6]([CH:4]([OH:5])[CH3:13])[N:7]=1. The catalyst class is: 128.